Dataset: NCI-60 drug combinations with 297,098 pairs across 59 cell lines. Task: Regression. Given two drug SMILES strings and cell line genomic features, predict the synergy score measuring deviation from expected non-interaction effect. (1) Drug 1: C1=CC(=CC=C1CC(C(=O)O)N)N(CCCl)CCCl.Cl. Drug 2: CC1=C2C(C(=O)C3(C(CC4C(C3C(C(C2(C)C)(CC1OC(=O)C(C(C5=CC=CC=C5)NC(=O)OC(C)(C)C)O)O)OC(=O)C6=CC=CC=C6)(CO4)OC(=O)C)O)C)O. Cell line: HCC-2998. Synergy scores: CSS=31.6, Synergy_ZIP=0.133, Synergy_Bliss=1.23, Synergy_Loewe=-22.0, Synergy_HSA=-0.125. (2) Drug 1: CC12CCC3C(C1CCC2=O)CC(=C)C4=CC(=O)C=CC34C. Drug 2: C1=NNC2=C1C(=O)NC=N2. Cell line: SNB-75. Synergy scores: CSS=30.5, Synergy_ZIP=-3.52, Synergy_Bliss=-2.13, Synergy_Loewe=0.0406, Synergy_HSA=-0.618.